This data is from Reaction yield outcomes from USPTO patents with 853,638 reactions. The task is: Predict the reaction yield, written as a fraction of the theoretical maximum amount of product (1.0 means a 100% yield; for example, 0.34 means a 34% yield). (1) The reactants are [Cl:1][C:2]1[C:11]2[C:6](=[CH:7][CH:8]=[C:9]([Br:12])[CH:10]=2)[N:5]=[CH:4][N:3]=1.[CH2:13]([O:20][C:21]1[CH:27]=[CH:26][C:24]([NH2:25])=[CH:23][CH:22]=1)[C:14]1[CH:19]=[CH:18][CH:17]=[CH:16][CH:15]=1. The catalyst is CC(O)C. The product is [ClH:1].[CH2:13]([O:20][C:21]1[CH:22]=[CH:23][C:24]([NH:25][C:2]2[C:11]3[C:6](=[CH:7][CH:8]=[C:9]([Br:12])[CH:10]=3)[N:5]=[CH:4][N:3]=2)=[CH:26][CH:27]=1)[C:14]1[CH:15]=[CH:16][CH:17]=[CH:18][CH:19]=1. The yield is 0.880. (2) The reactants are Cl[C:2]1[CH:7]=[CH:6][N:5]2[N:8]=[C:9]([CH3:11])[CH:10]=[C:4]2[N:3]=1.[NH3:12]. No catalyst specified. The product is [CH3:11][C:9]1[CH:10]=[C:4]2[N:3]=[C:2]([NH2:12])[CH:7]=[CH:6][N:5]2[N:8]=1. The yield is 0.830. (3) The reactants are [CH3:1][O:2][CH2:3][CH2:4][O:5][C:6]1[CH:7]=[C:8]2[C:13](=[CH:14][C:15]=1[O:16][CH2:17][CH2:18][O:19][CH3:20])[N:12]=[CH:11][N:10]=[C:9]2[S:21][C:22]1[CH:23]=[C:24]([CH:26]=[CH:27][CH:28]=1)[NH2:25].[C:29]([C:33]1[CH:37]=[C:36]([NH:38][C:39](=O)[O:40]C2C=CC=CC=2)[O:35][N:34]=1)([CH3:32])([CH3:31])[CH3:30]. No catalyst specified. The product is [CH3:1][O:2][CH2:3][CH2:4][O:5][C:6]1[CH:7]=[C:8]2[C:13](=[CH:14][C:15]=1[O:16][CH2:17][CH2:18][O:19][CH3:20])[N:12]=[CH:11][N:10]=[C:9]2[S:21][C:22]1[CH:23]=[C:24]([NH:25][C:39]([NH:38][C:36]2[O:35][N:34]=[C:33]([C:29]([CH3:32])([CH3:31])[CH3:30])[CH:37]=2)=[O:40])[CH:26]=[CH:27][CH:28]=1. The yield is 0.520.